Task: Predict which catalyst facilitates the given reaction.. Dataset: Catalyst prediction with 721,799 reactions and 888 catalyst types from USPTO (1) Reactant: [Cl:1][C:2]1[CH:18]=[CH:17][C:5]2[CH2:6][CH2:7][N:8]([C:11](=[O:16])[C:12]([F:15])([F:14])[F:13])[CH2:9][CH2:10][C:4]=2[C:3]=1OS(C(F)(F)F)(=O)=O.[CH:27]1([O:33][C:34]2[CH:41]=[CH:40][C:37]([CH2:38][NH2:39])=[CH:36][CH:35]=2)[CH2:32][CH2:31][CH2:30][CH2:29][CH2:28]1. Product: [Cl:1][C:2]1[CH:18]=[CH:17][C:5]2[CH2:6][CH2:7][N:8]([C:11](=[O:16])[C:12]([F:15])([F:14])[F:13])[CH2:9][CH2:10][C:4]=2[C:3]=1[NH:39][CH2:38][C:37]1[CH:40]=[CH:41][C:34]([O:33][CH:27]2[CH2:28][CH2:29][CH2:30][CH2:31][CH2:32]2)=[CH:35][CH:36]=1. The catalyst class is: 11. (2) Product: [CH2:10]([C:17]1[O:18][C:19]2[CH:52]=[CH:51][CH:50]=[CH:49][C:20]=2[C:21]=1[C:22]1[CH:23]=[CH:24][C:25]([C:26]2[CH:31]=[CH:30][C:29]([CH2:32][S:33]([CH2:34][C@H:35]([NH:39][C:40]([O:42][C:43]([CH3:46])([CH3:44])[CH3:45])=[O:41])[C:36]([OH:38])=[O:37])(=[O:6])=[O:5])=[CH:28][CH:27]=2)=[CH:47][CH:48]=1)[C:11]1[CH:12]=[CH:13][CH:14]=[CH:15][CH:16]=1. The catalyst class is: 342. Reactant: B1([O-])OO1.[OH2:5].[OH2:6].O.O.[Na+].[CH2:10]([C:17]1[O:18][C:19]2[CH:52]=[CH:51][CH:50]=[CH:49][C:20]=2[C:21]=1[C:22]1[CH:48]=[CH:47][C:25]([C:26]2[CH:31]=[CH:30][C:29]([CH2:32][S:33][CH2:34][C@H:35]([NH:39][C:40]([O:42][C:43]([CH3:46])([CH3:45])[CH3:44])=[O:41])[C:36]([OH:38])=[O:37])=[CH:28][CH:27]=2)=[CH:24][CH:23]=1)[C:11]1[CH:16]=[CH:15][CH:14]=[CH:13][CH:12]=1. (3) Reactant: [Cl:1][C:2]1[CH:7]=[C:6]([N+:8]([O-:10])=[O:9])[CH:5]=[CH:4][C:3]=1[NH:11]/[CH:12]=[C:13](/[C:19]#[N:20])\[C:14]([O:16]CC)=O.CCCCCC. Product: [Cl:1][C:2]1[CH:7]=[C:6]([N+:8]([O-:10])=[O:9])[CH:5]=[C:4]2[C:3]=1[N:11]=[CH:12][C:13]([C:19]#[N:20])=[C:14]2[OH:16]. The catalyst class is: 736. (4) Reactant: [C:1]([O:5][C:6]([NH:8][C@@H:9]1[CH2:13][CH2:12][C@H:11](C(O)=O)[CH2:10]1)=[O:7])([CH3:4])([CH3:3])[CH3:2].C1(P(N=[N+]=[N-])(C2C=CC=CC=2)=[O:24])C=CC=CC=1.C([N:36]([CH2:39]C)CC)C.[CH2:41]([OH:48])[C:42]1[CH:47]=[CH:46][CH:45]=[CH:44][CH:43]=1. Product: [C:1]([O:5][C:6]([NH:8][C@@H:9]1[CH2:13][CH2:12][C@H:11]([NH:36][C:39](=[O:24])[O:48][CH2:41][C:42]2[CH:47]=[CH:46][CH:45]=[CH:44][CH:43]=2)[CH2:10]1)=[O:7])([CH3:2])([CH3:3])[CH3:4]. The catalyst class is: 11.